From a dataset of Reaction yield outcomes from USPTO patents with 853,638 reactions. Predict the reaction yield, written as a fraction of the theoretical maximum amount of product (1.0 means a 100% yield; for example, 0.34 means a 34% yield). (1) The reactants are [CH3:1]/[C:2](/[CH:7]=[CH:8]/[CH:9]=[C:10](\[CH3:22])/[CH:11]=[CH:12]/[C:13]1[C:18]([CH3:20])([CH3:19])[CH2:17][CH2:16][CH2:15][C:14]=1[CH3:21])=[CH:3]\[C:4]([OH:6])=[O:5].[O:23]([C@@H:27]([CH2:30][O:31][N+:32]([O-:34])=[O:33])[CH2:28]O)[N+:24]([O-:26])=[O:25].C1(N=C=NC2CCCCC2)CCCCC1. The catalyst is CN(C)C1C=CN=CC=1.C(Cl)Cl. The product is [N+:24]([O:23][C@@H:27]([CH2:30][O:31][N+:32]([O-:34])=[O:33])[CH2:28][O:5][C:4](=[O:6])/[CH:3]=[C:2](\[CH3:1])/[CH:7]=[CH:8]/[CH:9]=[C:10](\[CH3:22])/[CH:11]=[CH:12]/[C:13]1[C:18]([CH3:20])([CH3:19])[CH2:17][CH2:16][CH2:15][C:14]=1[CH3:21])([O-:26])=[O:25]. The yield is 0.460. (2) The reactants are [CH3:1][C@@H:2]1[N:23]2[C:6]3[C:7]([C:19]([C:21]([C:24]([OH:26])=[O:25])=[CH:22]2)=[O:20])=[CH:8][C:9]([F:18])=[C:10]([N:11]2[CH2:16][CH2:15][N:14]([CH3:17])[CH2:13][CH2:12]2)[C:5]=3[O:4][CH2:3]1. The catalyst is C(#N)C.O. The product is [CH3:1][C@@H:2]1[N:23]2[CH:22]=[C:21]([C:24]([OH:26])=[O:25])[C:19]([C:7]3=[CH:8][C:9]([F:18])=[C:10]([N:11]4[CH2:16][CH2:15][N:14]([CH3:17])[CH2:13][CH2:12]4)[C:5](=[C:6]23)[O:4][CH2:3]1)=[O:20].[CH3:1][C@@H:2]1[N:23]2[CH:22]=[C:21]([C:24]([OH:26])=[O:25])[C:19]([C:7]3=[CH:8][C:9]([F:18])=[C:10]([N:11]4[CH2:16][CH2:15][N:14]([CH3:17])[CH2:13][CH2:12]4)[C:5](=[C:6]23)[O:4][CH2:3]1)=[O:20].[OH2:4]. The yield is 0.840. (3) The reactants are [CH2:1]([O:8][C:9]1[CH:14]=[C:13]([O:15][CH2:16][CH2:17][O:18][CH3:19])[CH:12]=[CH:11][C:10]=1[CH2:20][CH2:21][C:22](OCC)=[O:23])[C:2]1[CH:7]=[CH:6][CH:5]=[CH:4][CH:3]=1.[H-].C([Al+]CC(C)C)C(C)C.CO. The catalyst is C1(C)C=CC=CC=1. The product is [CH2:1]([O:8][C:9]1[CH:14]=[C:13]([O:15][CH2:16][CH2:17][O:18][CH3:19])[CH:12]=[CH:11][C:10]=1[CH2:20][CH2:21][CH2:22][OH:23])[C:2]1[CH:3]=[CH:4][CH:5]=[CH:6][CH:7]=1. The yield is 0.780. (4) The reactants are N[C:2]1[CH:7]=[CH:6][CH:5]=[CH:4][CH:3]=1.[ClH:8].N([O-])=O.[Na+].[C:13]([O:17][CH3:18])(=[O:16])[CH:14]=[CH2:15]. The catalyst is CC(C)=O.O.[Cu]Cl. The product is [Cl:8][CH:14]([CH2:15][C:2]1[CH:7]=[CH:6][CH:5]=[CH:4][CH:3]=1)[C:13]([O:17][CH3:18])=[O:16]. The yield is 0.660. (5) The reactants are [CH3:1][O:2][C:3]1[C:8]([O:9][CH3:10])=[C:7]([O:11][CH3:12])[CH:6]=[C:5]([CH3:13])[C:4]=1[CH:14]([C:16]1[C:17]([O:27][CH3:28])=[N:18][CH:19]=[C:20]([Br:26])[C:21]=1[C:22]([F:25])([F:24])[F:23])[OH:15]. The catalyst is C1(C)C=CC=CC=1.[O-2].[O-2].[Mn+4]. The product is [CH3:1][O:2][C:3]1[C:8]([O:9][CH3:10])=[C:7]([O:11][CH3:12])[CH:6]=[C:5]([CH3:13])[C:4]=1[C:14]([C:16]1[C:17]([O:27][CH3:28])=[N:18][CH:19]=[C:20]([Br:26])[C:21]=1[C:22]([F:25])([F:23])[F:24])=[O:15]. The yield is 0.820.